Dataset: Full USPTO retrosynthesis dataset with 1.9M reactions from patents (1976-2016). Task: Predict the reactants needed to synthesize the given product. (1) Given the product [CH3:29][C:26]1[CH:27]=[CH:28][C:23]([S:20](/[N:19]=[C:10]2\[CH:9]=[C:8]([S:7][C:6]3[N:2]([CH3:1])[N:3]=[N:4][N:5]=3)[C:17](=[O:18])[C:16]3[C:11]\2=[CH:12][CH:13]=[CH:14][CH:15]=3)(=[O:21])=[O:22])=[CH:24][CH:25]=1.[CH3:1][N:2]1[C:6]([S:7][C:8]2[C:17](=[O:18])[C:16]3[C:11](=[CH:12][CH:13]=[CH:14][CH:15]=3)/[C:10](=[N:19]/[S:20]([C:23]3[CH:28]=[CH:27][C:26]([C:29]4[CH:34]=[CH:33][CH:32]=[CH:31][CH:30]=4)=[CH:25][CH:24]=3)(=[O:21])=[O:22])/[CH:9]=2)=[N:5][N:4]=[N:3]1, predict the reactants needed to synthesize it. The reactants are: [CH3:1][N:2]1[C:6]([S:7][C:8]2[C:17](=[O:18])[C:16]3[C:11](=[CH:12][CH:13]=[CH:14][CH:15]=3)/[C:10](=[N:19]/[S:20]([C:23]3[CH:28]=[CH:27][C:26]([C:29]4[CH:34]=[CH:33][CH:32]=[CH:31][CH:30]=4)=[CH:25][CH:24]=3)(=[O:22])=[O:21])/[CH:9]=2)=[N:5][N:4]=[N:3]1.ClC1C(=O)C2C(=CC=CC=2)/C(=N/S(C2C=CC(C)=CC=2)(=O)=O)/C=1. (2) The reactants are: [F:1][C:2]1[CH:7]=[CH:6][C:5]([NH:8][C:9]([C:11]2([C:14]([NH:16][C:17]3[CH:22]=[CH:21][C:20]([O:23][C:24]4[C:33]5[C:28](=[CH:29][C:30]([O:35][CH3:36])=[C:31]([OH:34])[CH:32]=5)[N:27]=[CH:26][CH:25]=4)=[C:19]([F:37])[CH:18]=3)=[O:15])[CH2:13][CH2:12]2)=[O:10])=[CH:4][CH:3]=1.O[CH2:39][CH2:40][CH2:41][N:42]([CH2:45][CH3:46])[CH2:43][CH3:44].C1(P(C2C=CC=CC=2)C2C=CC=CC=2)C=CC=CC=1.CC(OC(/N=N/C(OC(C)C)=O)=O)C. Given the product [CH2:43]([N:42]([CH2:45][CH3:46])[CH2:41][CH2:40][CH2:39][O:34][C:31]1[CH:32]=[C:33]2[C:28](=[CH:29][C:30]=1[O:35][CH3:36])[N:27]=[CH:26][CH:25]=[C:24]2[O:23][C:20]1[CH:21]=[CH:22][C:17]([NH:16][C:14]([C:11]2([C:9]([NH:8][C:5]3[CH:6]=[CH:7][C:2]([F:1])=[CH:3][CH:4]=3)=[O:10])[CH2:12][CH2:13]2)=[O:15])=[CH:18][C:19]=1[F:37])[CH3:44], predict the reactants needed to synthesize it.